From a dataset of Reaction yield outcomes from USPTO patents with 853,638 reactions. Predict the reaction yield, written as a fraction of the theoretical maximum amount of product (1.0 means a 100% yield; for example, 0.34 means a 34% yield). (1) The reactants are [OH:1][C:2]1[CH:3]=[C:4]([CH:20]=[C:21]([O:23][C@@H:24]([CH3:28])[CH2:25][O:26][CH3:27])[CH:22]=1)[C:5]([NH:7][C:8]1[CH:12]=[CH:11][N:10]([C:13]([O:15][C:16]([CH3:19])([CH3:18])[CH3:17])=[O:14])[N:9]=1)=[O:6].C(N([CH2:34][CH3:35])CC)C. The catalyst is C(Cl)Cl.C([O-])(=O)C.[Cu+2].C([O-])(=O)C. The product is [CH2:16]([O:15][C:13]([C:35]1[CH:34]=[CH:21][C:22]([O:1][C:2]2[CH:3]=[C:4]([CH:20]=[C:21]([O:23][C@@H:24]([CH3:28])[CH2:25][O:26][CH3:27])[CH:22]=2)[C:5]([NH:7][C:8]2[CH:12]=[CH:11][N:10]([C:13]([O:15][C:16]([CH3:19])([CH3:18])[CH3:17])=[O:14])[N:9]=2)=[O:6])=[CH:2][CH:3]=1)=[O:14])[CH3:17]. The yield is 0.390. (2) The reactants are [OH:1][C:2]1[CH:3]=[C:4]([CH:10]=[CH:11][C:12]=1[OH:13])[C:5]([O:7][CH2:8][CH3:9])=[O:6].Br[CH2:15][CH2:16]Br.C([O-])([O-])=O.[K+].[K+]. The catalyst is CN(C=O)C. The product is [O:13]1[CH2:16][CH2:15][O:1][C:2]2[CH:3]=[C:4]([C:5]([O:7][CH2:8][CH3:9])=[O:6])[CH:10]=[CH:11][C:12]1=2. The yield is 0.230. (3) The reactants are [F:1][C:2]([F:45])([F:44])[C:3]1[CH:4]=[C:5]([C:13]([CH3:43])([CH3:42])[C:14]([N:16]([CH3:41])[C:17]2[C:18]([C:34]3[CH:39]=[CH:38][CH:37]=[CH:36][C:35]=3[CH3:40])=[CH:19][C:20]([N:23]3[CH2:27][C@H:26](O)[CH2:25][C@H:24]3[CH2:29][O:30][C:31](=[O:33])[CH3:32])=[N:21][CH:22]=2)=[O:15])[CH:6]=[C:7]([C:9]([F:12])([F:11])[F:10])[CH:8]=1.C(N(S(F)(F)[F:52])CC)C. The catalyst is ClCCl.[OH-].[Na+]. The product is [F:11][C:9]([F:10])([F:12])[C:7]1[CH:6]=[C:5]([C:13]([CH3:43])([CH3:42])[C:14]([N:16]([CH3:41])[C:17]2[C:18]([C:34]3[CH:39]=[CH:38][CH:37]=[CH:36][C:35]=3[CH3:40])=[CH:19][C:20]([N:23]3[CH2:27][C@@H:26]([F:52])[CH2:25][C@H:24]3[CH2:29][O:30][C:31](=[O:33])[CH3:32])=[N:21][CH:22]=2)=[O:15])[CH:4]=[C:3]([C:2]([F:1])([F:44])[F:45])[CH:8]=1. The yield is 0.350. (4) The reactants are C[O:2][C:3](=[O:25])[C:4]1[CH:9]=[CH:8][C:7]([CH2:10][O:11]/[N:12]=[CH:13]/[C:14]2[CH:19]=[CH:18][C:17]([C:20]([CH3:23])([CH3:22])[CH3:21])=[CH:16][CH:15]=2)=[CH:6][C:5]=1[Br:24].[OH-].[Na+]. No catalyst specified. The product is [Br:24][C:5]1[CH:6]=[C:7]([CH2:10][O:11]/[N:12]=[CH:13]/[C:14]2[CH:15]=[CH:16][C:17]([C:20]([CH3:23])([CH3:22])[CH3:21])=[CH:18][CH:19]=2)[CH:8]=[CH:9][C:4]=1[C:3]([OH:25])=[O:2]. The yield is 0.940. (5) The reactants are [C:1]([C:3]1[C:11]2[C:6](=[CH:7][CH:8]=[C:9]([C:12]([O:14]CC)=[O:13])[CH:10]=2)[NH:5][CH:4]=1)#[N:2].OO.NC(N)=[O:21].[OH-].[Na+]. The catalyst is CO.O. The product is [C:1]([C:3]1[C:11]2[C:6](=[CH:7][CH:8]=[C:9]([C:12]([OH:14])=[O:13])[CH:10]=2)[NH:5][CH:4]=1)(=[O:21])[NH2:2]. The yield is 0.920. (6) The reactants are [CH3:1][O:2][C:3]1[CH:8]=[CH:7][CH:6]=[CH:5][C:4]=1[C:9]1[CH:17]=[C:16]2[C:12]([CH2:13][C:14](=[O:18])[NH:15]2)=[CH:11][CH:10]=1.[CH3:19][N:20]([CH3:35])[CH2:21][CH2:22][NH:23][C:24]([C:26]1[C:30]([CH3:31])=[C:29]([CH:32]=O)[NH:28][C:27]=1[CH3:34])=[O:25]. The yield is 1.00. No catalyst specified. The product is [CH3:19][N:20]([CH3:35])[CH2:21][CH2:22][NH:23][C:24]([C:26]1[C:30]([CH3:31])=[C:29]([CH:32]=[C:13]2[C:12]3[C:16](=[CH:17][C:9]([C:4]4[CH:5]=[CH:6][CH:7]=[CH:8][C:3]=4[O:2][CH3:1])=[CH:10][CH:11]=3)[NH:15][C:14]2=[O:18])[NH:28][C:27]=1[CH3:34])=[O:25]. (7) The reactants are [CH:1]1([N:6]2[CH2:11][CH2:10][N:9]([C:12]([C:14]3[CH:15]=[C:16]4[C:20](=[CH:21][CH:22]=3)[NH:19][C:18]([C:23]([N:25]3[CH2:30][CH2:29][C:28]([F:32])([F:31])[CH2:27][CH2:26]3)=[O:24])=[CH:17]4)=[O:13])[CH2:8][CH2:7]2)[CH2:5][CH2:4][CH2:3][CH2:2]1.[Cl:33][C:34]1[CH:35]=[C:36](B(O)O)[CH:37]=[CH:38][CH:39]=1.N1C=CC=CC=1. The catalyst is ClCCl.C([O-])(=O)C.[Cu+2].C([O-])(=O)C. The product is [Cl:33][C:34]1[CH:39]=[C:38]([N:19]2[C:20]3[C:16](=[CH:15][C:14]([C:12]([N:9]4[CH2:8][CH2:7][N:6]([CH:1]5[CH2:5][CH2:4][CH2:3][CH2:2]5)[CH2:11][CH2:10]4)=[O:13])=[CH:22][CH:21]=3)[CH:17]=[C:18]2[C:23]([N:25]2[CH2:26][CH2:27][C:28]([F:31])([F:32])[CH2:29][CH2:30]2)=[O:24])[CH:37]=[CH:36][CH:35]=1. The yield is 0.760.